This data is from Reaction yield outcomes from USPTO patents with 853,638 reactions. The task is: Predict the reaction yield, written as a fraction of the theoretical maximum amount of product (1.0 means a 100% yield; for example, 0.34 means a 34% yield). (1) The reactants are CN1CCOCC1.[Br:8][C:9]1[CH:18]=[CH:17][C:12]([C:13]([NH:15][NH2:16])=[O:14])=[CH:11][CH:10]=1.[Cl:19][CH2:20][C:21](Cl)=[O:22]. The catalyst is ClCCl. The product is [Br:8][C:9]1[CH:18]=[CH:17][C:12]([C:13]([NH:15][NH:16][C:21](=[O:22])[CH2:20][Cl:19])=[O:14])=[CH:11][CH:10]=1. The yield is 0.760. (2) The catalyst is CS(C)=O. The product is [CH:25]([O:24][C:17]1[CH:16]=[C:15]([CH:4]([C:5]([O:7][CH2:8][CH3:9])=[O:6])[C:3]([O:11][CH2:12][CH3:13])=[O:10])[C:20]([N+:21]([O-:23])=[O:22])=[CH:19][N:18]=1)([CH3:27])[CH3:26]. The yield is 0.530. The reactants are [H-].[Na+].[C:3]([O:11][CH2:12][CH3:13])(=[O:10])[CH2:4][C:5]([O:7][CH2:8][CH3:9])=[O:6].Cl[C:15]1[C:20]([N+:21]([O-:23])=[O:22])=[CH:19][N:18]=[C:17]([O:24][CH:25]([CH3:27])[CH3:26])[CH:16]=1.[NH4+].[Cl-]. (3) The reactants are [O:1]1[CH2:6][CH2:5][CH2:4][CH2:3][CH:2]1[N:7]1[CH:11]=[C:10]([C:12]2[CH:13]=[C:14]3[C:18](=[CH:19][CH:20]=2)[NH:17][CH:16]=[CH:15]3)[CH:9]=[N:8]1.[H-].[Na+].CC1C=CC(S(O[CH2:34][CH:35]2[CH2:39][C:38]([CH3:41])([CH3:40])[N:37]([CH2:42][C:43]3[CH:48]=[CH:47][CH:46]=[CH:45][CH:44]=3)[CH2:36]2)(=O)=O)=CC=1.C(OCC)(=O)C. The catalyst is CN(C=O)C. The product is [CH2:42]([N:37]1[C:38]([CH3:41])([CH3:40])[CH2:39][CH:35]([CH2:34][N:17]2[C:18]3[C:14](=[CH:13][C:12]([C:10]4[CH:9]=[N:8][N:7]([CH:2]5[CH2:3][CH2:4][CH2:5][CH2:6][O:1]5)[CH:11]=4)=[CH:20][CH:19]=3)[CH:15]=[CH:16]2)[CH2:36]1)[C:43]1[CH:48]=[CH:47][CH:46]=[CH:45][CH:44]=1. The yield is 0.480.